From a dataset of NCI-60 drug combinations with 297,098 pairs across 59 cell lines. Regression. Given two drug SMILES strings and cell line genomic features, predict the synergy score measuring deviation from expected non-interaction effect. (1) Drug 1: CN1C(=O)N2C=NC(=C2N=N1)C(=O)N. Drug 2: CC(C)(C#N)C1=CC(=CC(=C1)CN2C=NC=N2)C(C)(C)C#N. Cell line: DU-145. Synergy scores: CSS=-4.44, Synergy_ZIP=2.45, Synergy_Bliss=1.66, Synergy_Loewe=-3.39, Synergy_HSA=-4.10. (2) Drug 1: CC1=C(C=C(C=C1)NC2=NC=CC(=N2)N(C)C3=CC4=NN(C(=C4C=C3)C)C)S(=O)(=O)N.Cl. Drug 2: N.N.Cl[Pt+2]Cl. Cell line: SN12C. Synergy scores: CSS=3.74, Synergy_ZIP=-0.565, Synergy_Bliss=1.29, Synergy_Loewe=1.13, Synergy_HSA=1.32. (3) Drug 1: C1CCC(C1)C(CC#N)N2C=C(C=N2)C3=C4C=CNC4=NC=N3. Drug 2: CC12CCC3C(C1CCC2OP(=O)(O)O)CCC4=C3C=CC(=C4)OC(=O)N(CCCl)CCCl.[Na+]. Cell line: SF-539. Synergy scores: CSS=3.71, Synergy_ZIP=-3.64, Synergy_Bliss=-6.24, Synergy_Loewe=-9.74, Synergy_HSA=-5.41. (4) Drug 1: CC1OCC2C(O1)C(C(C(O2)OC3C4COC(=O)C4C(C5=CC6=C(C=C35)OCO6)C7=CC(=C(C(=C7)OC)O)OC)O)O. Drug 2: C1CCC(CC1)NC(=O)N(CCCl)N=O. Cell line: MOLT-4. Synergy scores: CSS=72.4, Synergy_ZIP=0.749, Synergy_Bliss=0.731, Synergy_Loewe=-4.02, Synergy_HSA=1.88. (5) Drug 1: C1C(C(OC1N2C=C(C(=O)NC2=O)F)CO)O. Drug 2: CC1C(C(CC(O1)OC2CC(CC3=C2C(=C4C(=C3O)C(=O)C5=CC=CC=C5C4=O)O)(C(=O)C)O)N)O. Cell line: NCI-H522. Synergy scores: CSS=53.2, Synergy_ZIP=-5.22, Synergy_Bliss=-2.26, Synergy_Loewe=-1.19, Synergy_HSA=0.888. (6) Drug 1: CCCCC(=O)OCC(=O)C1(CC(C2=C(C1)C(=C3C(=C2O)C(=O)C4=C(C3=O)C=CC=C4OC)O)OC5CC(C(C(O5)C)O)NC(=O)C(F)(F)F)O. Drug 2: C1CN(CCN1C(=O)CCBr)C(=O)CCBr. Cell line: OVCAR-4. Synergy scores: CSS=37.4, Synergy_ZIP=0.470, Synergy_Bliss=6.01, Synergy_Loewe=-4.39, Synergy_HSA=2.27. (7) Drug 1: CN(C)N=NC1=C(NC=N1)C(=O)N. Drug 2: C(CCl)NC(=O)N(CCCl)N=O. Cell line: RXF 393. Synergy scores: CSS=0.0260, Synergy_ZIP=-0.638, Synergy_Bliss=-1.77, Synergy_Loewe=-3.67, Synergy_HSA=-3.12. (8) Drug 1: CNC(=O)C1=CC=CC=C1SC2=CC3=C(C=C2)C(=NN3)C=CC4=CC=CC=N4. Drug 2: C1=CC=C(C(=C1)C(C2=CC=C(C=C2)Cl)C(Cl)Cl)Cl. Synergy scores: CSS=-0.231, Synergy_ZIP=0.796, Synergy_Bliss=4.46, Synergy_Loewe=2.93, Synergy_HSA=2.77. Cell line: BT-549. (9) Drug 1: C1CC(=O)NC(=O)C1N2C(=O)C3=CC=CC=C3C2=O. Drug 2: N.N.Cl[Pt+2]Cl. Cell line: MDA-MB-435. Synergy scores: CSS=10.5, Synergy_ZIP=-4.66, Synergy_Bliss=1.72, Synergy_Loewe=-6.85, Synergy_HSA=-0.348.